The task is: Predict the reaction yield, written as a fraction of the theoretical maximum amount of product (1.0 means a 100% yield; for example, 0.34 means a 34% yield).. This data is from Reaction yield outcomes from USPTO patents with 853,638 reactions. (1) The reactants are [Br:1][C:2]1[CH:3]=[C:4]([S:9](Cl)(=[O:11])=[O:10])[CH:5]=[CH:6][C:7]=1[F:8].[CH:13]([N:16]([CH:19]([CH3:21])C)CC)([CH3:15])C.N1CCCC1. The catalyst is O1CCCC1. The product is [Br:1][C:2]1[CH:3]=[C:4]([S:9]([N:16]2[CH2:13][CH2:15][CH2:21][CH2:19]2)(=[O:11])=[O:10])[CH:5]=[CH:6][C:7]=1[F:8]. The yield is 0.670. (2) The reactants are [S:1]1[C:5]2=[CH:6][CH:7]=[CH:8][C:9]([OH:10])=[C:4]2[CH:3]=[CH:2]1.[OH-].[K+].[O:13]=[CH:14][C:15]([OH:17])=[O:16].Cl.C(N(CCCC)CCCC)CCC. The catalyst is O.COC(C)(C)C. The product is [OH:13][CH:14]([C:6]1[C:5]2[S:1][CH:2]=[CH:3][C:4]=2[C:9]([OH:10])=[CH:8][CH:7]=1)[C:15]([OH:17])=[O:16]. The yield is 0.630. (3) The reactants are Br[C:2]1[C:3]([O:27][CH3:28])=[C:4]([CH:9]([NH:11][C:12]2[N:20]=[CH:19][N:18]=[C:17]3[C:13]=2[N:14]=[CH:15][N:16]3C2CCCCO2)[CH3:10])[CH:5]=[C:6]([Cl:8])[CH:7]=1.[Cl:29][C:30]1[CH:31]=[C:32](B(O)O)[CH:33]=[N:34][CH:35]=1.C(=O)([O-])[O-].[K+].[K+].Cl. The catalyst is O.O1CCOCC1.CO.C1C=CC([P]([Pd]([P](C2C=CC=CC=2)(C2C=CC=CC=2)C2C=CC=CC=2)([P](C2C=CC=CC=2)(C2C=CC=CC=2)C2C=CC=CC=2)[P](C2C=CC=CC=2)(C2C=CC=CC=2)C2C=CC=CC=2)(C2C=CC=CC=2)C2C=CC=CC=2)=CC=1. The product is [Cl:8][C:6]1[CH:7]=[C:2]([C:32]2[CH:33]=[N:34][CH:35]=[C:30]([Cl:29])[CH:31]=2)[C:3]([O:27][CH3:28])=[C:4]([CH:9]([NH:11][C:12]2[N:20]=[CH:19][N:18]=[C:17]3[C:13]=2[N:14]=[CH:15][NH:16]3)[CH3:10])[CH:5]=1. The yield is 0.150. (4) The reactants are [Si:1]([O:8][CH:9]1[O:14][CH2:13][CH:12]([OH:15])[CH:11]=[CH:10]1)([C:4]([CH3:7])([CH3:6])[CH3:5])([CH3:3])[CH3:2].[C:16](OC(=O)C)(=[O:18])[CH3:17].CO.O. The catalyst is C(Cl)Cl. The product is [C:16]([O:15][CH:12]1[CH:11]=[CH:10][CH:9]([O:8][Si:1]([C:4]([CH3:7])([CH3:6])[CH3:5])([CH3:3])[CH3:2])[O:14][CH2:13]1)(=[O:18])[CH3:17]. The yield is 0.860. (5) The reactants are [CH2:1]([O:3][C:4](=[O:13])[CH2:5][C:6]([CH3:12])([CH3:11])[CH2:7][C:8](O)=[O:9])[CH3:2].B.C1COCC1.CO. The catalyst is C1COCC1. The product is [OH:9][CH2:8][CH2:7][C:6]([CH3:11])([CH3:12])[CH2:5][C:4]([O:3][CH2:1][CH3:2])=[O:13]. The yield is 0.970. (6) The product is [CH2:11]1[C:12]2[NH:13][C:14]3[C:6](=[CH:5][C:4]([NH2:1])=[CH:16][CH:15]=3)[C:7]=2[CH2:8][CH2:9][CH2:10]1. The catalyst is C(=O)(O)[O-].[Na+]. The yield is 0.950. The reactants are [N+:1]([C:4]1[CH:5]=[C:6]2[C:14](=[CH:15][CH:16]=1)[NH:13][C:12]1[CH2:11][CH2:10][CH2:9][CH2:8][C:7]2=1)([O-])=O.C(O)C.O.O.[Sn](Cl)Cl.